Dataset: Reaction yield outcomes from USPTO patents with 853,638 reactions. Task: Predict the reaction yield, written as a fraction of the theoretical maximum amount of product (1.0 means a 100% yield; for example, 0.34 means a 34% yield). (1) The reactants are C1(P(C2C=CC=CC=2)C2C=CC=CC=2)C=CC=CC=1.[C:20]([O:24][C:25]([N:27]1[C:36]2[C:31](=[CH:32][CH:33]=[C:34]([CH2:37][CH2:38][OH:39])[N:35]=2)[CH2:30][CH2:29][CH2:28]1)=[O:26])([CH3:23])([CH3:22])[CH3:21].[CH2:40]([O:42][C:43](=[O:59])[CH2:44][CH:45]([N:49]1[C:57]2[C:52](=[CH:53][C:54](O)=[CH:55][CH:56]=2)[CH:51]=[CH:50]1)[CH2:46][CH2:47][CH3:48])[CH3:41].CC(OC(/N=N/C(OC(C)C)=O)=O)C. The catalyst is C1COCC1. The product is [C:20]([O:24][C:25]([N:27]1[C:36]2[C:31](=[CH:32][CH:33]=[C:34]([CH2:37][CH2:38][O:39][C:54]3[CH:53]=[C:52]4[C:57](=[CH:56][CH:55]=3)[N:49]([CH:45]([CH2:44][C:43]([O:42][CH2:40][CH3:41])=[O:59])[CH2:46][CH2:47][CH3:48])[CH:50]=[CH:51]4)[N:35]=2)[CH2:30][CH2:29][CH2:28]1)=[O:26])([CH3:23])([CH3:22])[CH3:21]. The yield is 0.130. (2) The reactants are [NH:1]1[C:5]2[CH:6]=[CH:7][C:8]([C:10]([OH:12])=[O:11])=[CH:9][C:4]=2[N:3]=[N:2]1.S(=O)(=O)(O)O.[CH2:18](O)[CH3:19]. The catalyst is C(OCC)(=O)C. The product is [CH2:18]([O:11][C:10]([C:8]1[CH:7]=[CH:6][C:5]2[NH:1][N:2]=[N:3][C:4]=2[CH:9]=1)=[O:12])[CH3:19]. The yield is 0.860.